From a dataset of Peptide-MHC class II binding affinity with 134,281 pairs from IEDB. Regression. Given a peptide amino acid sequence and an MHC pseudo amino acid sequence, predict their binding affinity value. This is MHC class II binding data. (1) The peptide sequence is GNEPMYAQVRKPKSR. The MHC is DRB1_0101 with pseudo-sequence DRB1_0101. The binding affinity (normalized) is 0.110. (2) The peptide sequence is KKKGTMRASALILIEAG. The MHC is DRB1_0404 with pseudo-sequence DRB1_0404. The binding affinity (normalized) is 0.517. (3) The MHC is DRB1_0801 with pseudo-sequence DRB1_0801. The binding affinity (normalized) is 0. The peptide sequence is NSYIAEMETESWIVD. (4) The peptide sequence is SSKVTITDTTIGTGD. The MHC is DRB1_1201 with pseudo-sequence DRB1_1201. The binding affinity (normalized) is 0. (5) The peptide sequence is KLIGGIGGFVKVRQYDQILI. The MHC is HLA-DPA10103-DPB10401 with pseudo-sequence HLA-DPA10103-DPB10401. The binding affinity (normalized) is 0.333.